Predict the product of the given reaction. From a dataset of Forward reaction prediction with 1.9M reactions from USPTO patents (1976-2016). (1) Given the reactants Br[C:2]1[CH:3]=[C:4]([NH:8][CH:9]([C:13]2[CH:18]=[CH:17][CH:16]=[CH:15][CH:14]=2)[C:10]([NH2:12])=[O:11])[CH:5]=[N:6][CH:7]=1.[Cl:19][C:20]1[C:21]([F:30])=[CH:22][C:23]([F:29])=[C:24](B(O)O)[CH:25]=1.C(=O)([O-])[O-].[K+].[K+].COCCOC, predict the reaction product. The product is: [Cl:19][C:20]1[C:21]([F:30])=[CH:22][C:23]([F:29])=[C:24]([C:2]2[CH:3]=[C:4]([NH:8][CH:9]([C:13]3[CH:18]=[CH:17][CH:16]=[CH:15][CH:14]=3)[C:10]([NH2:12])=[O:11])[CH:5]=[N:6][CH:7]=2)[CH:25]=1. (2) Given the reactants [Br:1][CH2:2][C:3]1[CH:4]=[CH:5][C:6]([Cl:12])=[C:7]([CH:11]=1)[C:8]([OH:10])=O.[C:13](Cl)(=O)[C:14](Cl)=O.C[N:20]([CH3:23])C=O, predict the reaction product. The product is: [Br:1][CH2:2][C:3]1[CH:4]=[CH:5][C:6]([Cl:12])=[C:7]([CH:11]=1)[C:8]([NH:20][CH2:23][C:14]12[CH2:13][CH:5]3[CH2:6][CH:7]([CH2:11][CH:3]([CH2:4]3)[CH2:2]1)[CH2:8]2)=[O:10]. (3) Given the reactants [Cl:1][CH2:2][CH2:3][CH2:4][CH2:5][C:6](Cl)=[O:7].[CH3:9][O:10][C:11](=[O:22])[C:12]1[CH:17]=[C:16]([N+:18]([O-:20])=[O:19])[CH:15]=[C:14]([NH2:21])[CH:13]=1.CCN(CC)CC, predict the reaction product. The product is: [CH3:9][O:10][C:11](=[O:22])[C:12]1[CH:17]=[C:16]([N+:18]([O-:20])=[O:19])[CH:15]=[C:14]([NH:21][C:6](=[O:7])[CH2:5][CH2:4][CH2:3][CH2:2][Cl:1])[CH:13]=1. (4) Given the reactants [Br:1][C:2]1[CH:7]=[CH:6][C:5]([C:8]2([C:12]#N)[CH2:11][CH2:10][CH2:9]2)=[CH:4][CH:3]=1.[OH-:14].[K+].CC[OH:18], predict the reaction product. The product is: [Br:1][C:2]1[CH:7]=[CH:6][C:5]([C:8]2([C:12]([OH:18])=[O:14])[CH2:11][CH2:10][CH2:9]2)=[CH:4][CH:3]=1. (5) Given the reactants [Cl:1][C:2]1[CH:10]=[C:9]2[C:5]([C:6]([C:12]3[N:13]=[C:14]4[C:20]([C:21](O)=[O:22])=[CH:19][NH:18][C:15]4=[N:16][CH:17]=3)=[N:7][N:8]2[CH3:11])=[CH:4][CH:3]=1.[F:24][C:25]([F:31])([F:30])[C:26]([CH3:29])([NH2:28])[CH3:27].CCN=C=NCCCN(C)C.CN(C(ON1N=NC2C=CC=NC1=2)=[N+](C)C)C.F[P-](F)(F)(F)(F)F.CCN(C(C)C)C(C)C, predict the reaction product. The product is: [Cl:1][C:2]1[CH:10]=[C:9]2[C:5]([C:6]([C:12]3[N:13]=[C:14]4[C:20]([C:21]([NH:28][C:26]([CH3:29])([CH3:27])[C:25]([F:31])([F:30])[F:24])=[O:22])=[CH:19][NH:18][C:15]4=[N:16][CH:17]=3)=[N:7][N:8]2[CH3:11])=[CH:4][CH:3]=1. (6) Given the reactants [CH2:1]([C:4]1[N:5]([CH2:17][CH2:18][CH2:19][CH2:20][NH:21]C(=O)OC(C)(C)C)[C:6]2[C:15]3[CH:14]=[CH:13][CH:12]=[CH:11][C:10]=3[N:9]=[CH:8][C:7]=2[N:16]=1)[CH2:2][CH3:3].Cl.C(=O)(O)[O-].[Na+].O, predict the reaction product. The product is: [CH2:1]([C:4]1[N:5]([CH2:17][CH2:18][CH2:19][CH2:20][NH2:21])[C:6]2[C:15]3[CH:14]=[CH:13][CH:12]=[CH:11][C:10]=3[N:9]=[CH:8][C:7]=2[N:16]=1)[CH2:2][CH3:3].